From a dataset of Forward reaction prediction with 1.9M reactions from USPTO patents (1976-2016). Predict the product of the given reaction. (1) Given the reactants [CH3:1][O:2][C:3](=[O:26])[CH2:4][C@H:5]1[C:9]2[CH:10]=[CH:11][C:12]([O:14][C@H:15]3[C:23]4[C:18](=[C:19]([OH:25])[CH:20]=[CH:21][C:22]=4[F:24])[CH2:17][CH2:16]3)=[CH:13][C:8]=2[O:7][CH2:6]1.[CH3:27][O:28][C:29]1[N:34]=[CH:33][C:32](B(O)O)=[CH:31][N:30]=1, predict the reaction product. The product is: [CH3:1][O:2][C:3](=[O:26])[CH2:4][C@H:5]1[C:9]2[CH:10]=[CH:11][C:12]([O:14][C@H:15]3[C:23]4[C:18](=[C:19]([O:25][C:32]5[CH:31]=[N:30][C:29]([O:28][CH3:27])=[N:34][CH:33]=5)[CH:20]=[CH:21][C:22]=4[F:24])[CH2:17][CH2:16]3)=[CH:13][C:8]=2[O:7][CH2:6]1. (2) Given the reactants [CH2:1]([NH:4][C:5]([N:7]([CH2:16][C:17]1[CH:22]=[CH:21][C:20]([CH3:23])=[CH:19][CH:18]=1)[NH:8]C(OC(C)(C)C)=O)=[O:6])[CH2:2][CH3:3].[CH3:24][S:25]([OH:28])(=[O:27])=[O:26], predict the reaction product. The product is: [CH3:24][S:25]([OH:28])(=[O:27])=[O:26].[CH2:1]([NH:4][C:5]([N:7]([CH2:16][C:17]1[CH:22]=[CH:21][C:20]([CH3:23])=[CH:19][CH:18]=1)[NH2:8])=[O:6])[CH2:2][CH3:3]. (3) Given the reactants [CH2:1]([C:3]1[CH:4]=[C:5]2[C:9](=[CH:10][C:11]=1[CH2:12][CH3:13])[CH2:8][CH:7]([NH:14][CH2:15][C@@H:16]([C:18]1[CH:27]=[CH:26][C:25]([OH:28])=[C:24]3[C:19]=1[CH:20]=[CH:21][C:22](=[O:29])[NH:23]3)[OH:17])[CH2:6]2)[CH3:2].[C:30]([OH:37])(=[O:36])[CH2:31][CH2:32][C:33]([OH:35])=[O:34], predict the reaction product. The product is: [C:30]([OH:37])(=[O:36])[CH2:31][CH2:32][C:33]([OH:35])=[O:34].[CH2:12]([C:11]1[CH:10]=[C:9]2[C:5](=[CH:4][C:3]=1[CH2:1][CH3:2])[CH2:6][CH:7]([NH:14][CH2:15][C@@H:16]([C:18]1[CH:27]=[CH:26][C:25]([OH:28])=[C:24]3[C:19]=1[CH:20]=[CH:21][C:22](=[O:29])[NH:23]3)[OH:17])[CH2:8]2)[CH3:13]. (4) Given the reactants C([N:9]([C:17]1[O:18][C@H:19]([C:33]([F:36])([F:35])[F:34])[CH2:20][C@:21]([C:25]2[C:26]([F:32])=[N:27][CH:28]=[C:29]([Br:31])[CH:30]=2)([CH2:23][F:24])[N:22]=1)[C:10](=[O:16])[O:11][C:12]([CH3:15])([CH3:14])[CH3:13])(=O)C1C=CC=CC=1.C(=O)([O-])[O-].[K+].[K+], predict the reaction product. The product is: [Br:31][C:29]1[CH:30]=[C:25]([C@:21]2([CH2:23][F:24])[CH2:20][C@@H:19]([C:33]([F:36])([F:35])[F:34])[O:18][C:17]([NH:9][C:10](=[O:16])[O:11][C:12]([CH3:14])([CH3:15])[CH3:13])=[N:22]2)[C:26]([F:32])=[N:27][CH:28]=1. (5) Given the reactants Br[CH2:2][C:3]([O:5][C:6]([CH3:9])([CH3:8])[CH3:7])=[O:4].[Br:10][C:11]1[CH:16]=[CH:15][CH:14]=[CH:13][C:12]=1[C:17]([NH2:20])([CH3:19])[CH3:18].C(=O)([O-])[O-].[K+].[K+], predict the reaction product. The product is: [Br:10][C:11]1[CH:16]=[CH:15][CH:14]=[CH:13][C:12]=1[C:17]([NH:20][CH2:2][C:3]([O:5][C:6]([CH3:9])([CH3:8])[CH3:7])=[O:4])([CH3:18])[CH3:19]. (6) Given the reactants [NH2:1][C:2]1[C:11]([C:12]#[N:13])=[C:10](O)[C:9]2[C:4](=[CH:5][CH:6]=[C:7]([N:15]3[CH2:20][CH2:19][N:18]([CH2:21][C:22]4[CH:27]=[CH:26][CH:25]=[CH:24][CH:23]=4)[CH2:17][CH2:16]3)[CH:8]=2)[N:3]=1.P(Cl)(Cl)([Cl:30])=O.[OH-].[Na+], predict the reaction product. The product is: [NH2:1][C:2]1[C:11]([C:12]#[N:13])=[C:10]([Cl:30])[C:9]2[C:4](=[CH:5][CH:6]=[C:7]([N:15]3[CH2:20][CH2:19][N:18]([CH2:21][C:22]4[CH:27]=[CH:26][CH:25]=[CH:24][CH:23]=4)[CH2:17][CH2:16]3)[CH:8]=2)[N:3]=1.